Dataset: Forward reaction prediction with 1.9M reactions from USPTO patents (1976-2016). Task: Predict the product of the given reaction. Given the reactants [F:1][C:2]1[CH:7]=[CH:6][CH:5]=[CH:4][C:3]=1[C:8]1[CH:16]=[CH:15][CH:14]=[C:13]2[C:9]=1[CH2:10][C:11](=[O:17])[NH:12]2.[CH2:18]([N:20]([CH2:35][CH3:36])[CH2:21][CH2:22][NH:23][C:24]([C:26]1[C:30]([CH3:31])=[C:29]([CH:32]=O)[NH:28][C:27]=1[CH3:34])=[O:25])[CH3:19], predict the reaction product. The product is: [CH2:35]([N:20]([CH2:18][CH3:19])[CH2:21][CH2:22][NH:23][C:24]([C:26]1[C:30]([CH3:31])=[C:29]([CH:32]=[C:10]2[C:9]3[C:13](=[CH:14][CH:15]=[CH:16][C:8]=3[C:3]3[CH:4]=[CH:5][CH:6]=[CH:7][C:2]=3[F:1])[NH:12][C:11]2=[O:17])[NH:28][C:27]=1[CH3:34])=[O:25])[CH3:36].